Dataset: Full USPTO retrosynthesis dataset with 1.9M reactions from patents (1976-2016). Task: Predict the reactants needed to synthesize the given product. Given the product [CH2:13]([C:3]1([CH2:1][CH3:2])[C:11]2[C:6](=[CH:7][CH:8]=[CH:9][C:10]=2[O:12][C:21]2[N:22]=[CH:23][C:24]([NH2:27])=[CH:25][CH:26]=2)[CH2:5][O:4]1)[CH3:14], predict the reactants needed to synthesize it. The reactants are: [CH2:1]([C:3]1([CH2:13][CH3:14])[C:11]2[C:10]([OH:12])=[CH:9][CH:8]=[CH:7][C:6]=2[CH2:5][O:4]1)[CH3:2].CN(C=O)C.Cl[C:21]1[CH:26]=[CH:25][C:24]([N+:27]([O-])=O)=[CH:23][N:22]=1.[Cl-].[NH4+].